This data is from NCI-60 drug combinations with 297,098 pairs across 59 cell lines. The task is: Regression. Given two drug SMILES strings and cell line genomic features, predict the synergy score measuring deviation from expected non-interaction effect. (1) Drug 1: C1=CC(=CC=C1C#N)C(C2=CC=C(C=C2)C#N)N3C=NC=N3. Drug 2: COC1=C2C(=CC3=C1OC=C3)C=CC(=O)O2. Cell line: MALME-3M. Synergy scores: CSS=-3.94, Synergy_ZIP=0.591, Synergy_Bliss=-3.94, Synergy_Loewe=-4.60, Synergy_HSA=-7.37. (2) Drug 1: CCCS(=O)(=O)NC1=C(C(=C(C=C1)F)C(=O)C2=CNC3=C2C=C(C=N3)C4=CC=C(C=C4)Cl)F. Drug 2: N.N.Cl[Pt+2]Cl. Cell line: SK-OV-3. Synergy scores: CSS=-0.270, Synergy_ZIP=-0.195, Synergy_Bliss=-1.35, Synergy_Loewe=-1.55, Synergy_HSA=-1.97. (3) Drug 1: CC1CCC2CC(C(=CC=CC=CC(CC(C(=O)C(C(C(=CC(C(=O)CC(OC(=O)C3CCCCN3C(=O)C(=O)C1(O2)O)C(C)CC4CCC(C(C4)OC)O)C)C)O)OC)C)C)C)OC. Drug 2: C#CCC(CC1=CN=C2C(=N1)C(=NC(=N2)N)N)C3=CC=C(C=C3)C(=O)NC(CCC(=O)O)C(=O)O. Cell line: OVCAR-4. Synergy scores: CSS=55.9, Synergy_ZIP=1.84, Synergy_Bliss=-0.320, Synergy_Loewe=-28.3, Synergy_HSA=-0.439. (4) Synergy scores: CSS=-1.02, Synergy_ZIP=3.42, Synergy_Bliss=5.91, Synergy_Loewe=-1.45, Synergy_HSA=0.0270. Drug 1: CC1=CC2C(CCC3(C2CCC3(C(=O)C)OC(=O)C)C)C4(C1=CC(=O)CC4)C. Cell line: NCI-H226. Drug 2: CS(=O)(=O)CCNCC1=CC=C(O1)C2=CC3=C(C=C2)N=CN=C3NC4=CC(=C(C=C4)OCC5=CC(=CC=C5)F)Cl. (5) Drug 1: CC1=C2C(C(=O)C3(C(CC4C(C3C(C(C2(C)C)(CC1OC(=O)C(C(C5=CC=CC=C5)NC(=O)C6=CC=CC=C6)O)O)OC(=O)C7=CC=CC=C7)(CO4)OC(=O)C)O)C)OC(=O)C. Drug 2: CCC1(CC2CC(C3=C(CCN(C2)C1)C4=CC=CC=C4N3)(C5=C(C=C6C(=C5)C78CCN9C7C(C=CC9)(C(C(C8N6C)(C(=O)OC)O)OC(=O)C)CC)OC)C(=O)OC)O.OS(=O)(=O)O. Cell line: SN12C. Synergy scores: CSS=-0.192, Synergy_ZIP=0.584, Synergy_Bliss=0.0108, Synergy_Loewe=-0.364, Synergy_HSA=-1.22.